From a dataset of Forward reaction prediction with 1.9M reactions from USPTO patents (1976-2016). Predict the product of the given reaction. (1) Given the reactants [CH3:1][C:2]1[CH:3]=[C:4]([OH:23])[CH:5]=[C:6]([CH3:22])[C:7]=1[CH2:8][C:9]1[CH:14]=[CH:13][C:12]([O:15]COC)=[C:11]([CH:19]([CH3:21])[CH3:20])[CH:10]=1.Cl, predict the reaction product. The product is: [CH3:22][C:6]1[CH:5]=[C:4]([OH:23])[CH:3]=[C:2]([CH3:1])[C:7]=1[CH2:8][C:9]1[CH:14]=[CH:13][C:12]([OH:15])=[C:11]([CH:19]([CH3:20])[CH3:21])[CH:10]=1. (2) Given the reactants [F:1][C:2]1[CH:7]=[CH:6][C:5]([CH:8]2[C:16]3[O:15][C:14](=O)[NH:13][C:12](=[O:18])[C:11]=3[CH2:10][CH2:9]2)=[CH:4][CH:3]=1.[OH-].[NH4+:20], predict the reaction product. The product is: [F:1][C:2]1[CH:7]=[CH:6][C:5]([CH:8]2[C:16]3[NH:20][C:14](=[O:15])[NH:13][C:12](=[O:18])[C:11]=3[CH2:10][CH2:9]2)=[CH:4][CH:3]=1. (3) Given the reactants [CH3:1][C:2]1([CH3:9])[CH2:5][CH:4]([C:6](O)=[O:7])[CH2:3]1.C(Cl)(=O)C(Cl)=O.[NH4+:16].[OH-], predict the reaction product. The product is: [CH3:1][C:2]1([CH3:9])[CH2:5][CH:4]([C:6]([NH2:16])=[O:7])[CH2:3]1. (4) Given the reactants N([O-])=O.[Na+].N[C:6]1[CH:11]=[CH:10][C:9]([N:12]([C:17]2[C:36]([CH:37]3[CH2:39][CH2:38]3)=[CH:35][C:20]3[C:21]([C:31]([NH:33][CH3:34])=[O:32])=[C:22]([C:24]4[CH:29]=[CH:28][C:27]([F:30])=[CH:26][CH:25]=4)[O:23][C:19]=3[CH:18]=2)[S:13]([CH3:16])(=[O:15])=[O:14])=[CH:8][C:7]=1[C:40]([F:43])([F:42])[F:41].[BrH:44], predict the reaction product. The product is: [Br:44][C:6]1[CH:11]=[CH:10][C:9]([N:12]([C:17]2[C:36]([CH:37]3[CH2:39][CH2:38]3)=[CH:35][C:20]3[C:21]([C:31]([NH:33][CH3:34])=[O:32])=[C:22]([C:24]4[CH:29]=[CH:28][C:27]([F:30])=[CH:26][CH:25]=4)[O:23][C:19]=3[CH:18]=2)[S:13]([CH3:16])(=[O:15])=[O:14])=[CH:8][C:7]=1[C:40]([F:43])([F:42])[F:41]. (5) Given the reactants O[CH2:2][CH2:3][CH2:4][CH2:5][CH2:6][C:7]1[C:13]2[CH:14]=[CH:15][C:16]([OH:18])=[CH:17][C:12]=2[CH2:11][CH2:10][CH2:9][C:8]=1[C:19]1[CH:24]=[CH:23][CH:22]=[C:21]([OH:25])[CH:20]=1.C1(P(C2C=CC=CC=2)C2C=CC=CC=2)C=CC=CC=1.C(Br)(Br)(Br)[Br:46], predict the reaction product. The product is: [Br:46][CH2:2][CH2:3][CH2:4][CH2:5][CH2:6][C:7]1[C:13]2[CH:14]=[CH:15][C:16]([OH:18])=[CH:17][C:12]=2[CH2:11][CH2:10][CH2:9][C:8]=1[C:19]1[CH:24]=[CH:23][CH:22]=[C:21]([OH:25])[CH:20]=1. (6) Given the reactants NC1C=CC(N2CCCC(C)(C(N)=O)C2)=CC=1OC.ClC1N=C(N[C:28]2[CH:37]=[CH:36][CH:35]=[CH:34][C:29]=2[C:30]([NH:32][CH3:33])=[O:31])C(Cl)=CN=1.Cl.C(=O)([O-])O.[Na+], predict the reaction product. The product is: [C:30]1(=[O:31])[C:29]2[C:34](=[CH:35][CH:36]=[CH:37][CH:28]=2)[CH2:33][NH:32]1. (7) Given the reactants [CH3:1][C:2]1([CH3:13])[C@H:7]2[CH2:8][C@@H:3]1[CH2:4][CH2:5][C@H:6]2[CH2:9][C:10](Cl)=[O:11].[NH2:14][N:15]1[C:20](=[O:21])[C:19]2[CH:22]=[CH:23][S:24][C:18]=2[N:17]=[C:16]1[CH2:25][CH3:26], predict the reaction product. The product is: [CH3:1][C:2]1([CH3:13])[C@H:7]2[CH2:8][C@@H:3]1[CH2:4][CH2:5][C@H:6]2[CH2:9][C:10]([NH:14][N:15]1[C:20](=[O:21])[C:19]2[CH:22]=[CH:23][S:24][C:18]=2[N:17]=[C:16]1[CH2:25][CH3:26])=[O:11]. (8) Given the reactants [CH3:1][O:2][C:3]([C:5]1[CH:6]=[C:7]([C:27]2[CH:32]=[CH:31][C:30]([C:33]([F:36])([F:35])[F:34])=[CH:29][CH:28]=2)[C:8]([O:11][CH2:12][CH2:13][CH2:14][O:15][N:16]2C(=O)C3C(=CC=CC=3)C2=O)=[CH:9][CH:10]=1)=[O:4].CNN, predict the reaction product. The product is: [CH3:1][O:2][C:3]([C:5]1[CH:6]=[C:7]([C:27]2[CH:28]=[CH:29][C:30]([C:33]([F:34])([F:36])[F:35])=[CH:31][CH:32]=2)[C:8]([O:11][CH2:12][CH2:13][CH2:14][O:15][NH2:16])=[CH:9][CH:10]=1)=[O:4]. (9) Given the reactants FC1C=C(F)C=CC=1C1C=C(CN2C(=O)C3=CC=CC=C3C2=O)C(=O)N(CC(C)C)N=1.[C:32]([C:35]1[C:36](=[O:58])[N:37]([CH2:50][C:51]2[CH:56]=[CH:55][C:54]([Cl:57])=[CH:53][CH:52]=2)[N:38]=[C:39]([C:41]2[CH:46]=[CH:45][C:44]([O:47][CH3:48])=[C:43]([F:49])[CH:42]=2)[CH:40]=1)(O)=[O:33], predict the reaction product. The product is: [Cl:57][C:54]1[CH:53]=[CH:52][C:51]([CH2:50][N:37]2[C:36](=[O:58])[C:35]([CH2:32][OH:33])=[CH:40][C:39]([C:41]3[CH:46]=[CH:45][C:44]([O:47][CH3:48])=[C:43]([F:49])[CH:42]=3)=[N:38]2)=[CH:56][CH:55]=1. (10) Given the reactants [Cl:1][C:2]1[CH:3]=[C:4]([CH2:9][N:10]2[C:14]([CH3:15])=[C:13]([C:16]([NH:18][C:19]3[CH:24]=[CH:23][CH:22]=[C:21]([CH2:25][OH:26])[CH:20]=3)=[O:17])[N:12]=[N:11]2)[CH:5]=[CH:6][C:7]=1[Cl:8].CCN(CC)CC.[C:34](Cl)(=[O:36])[CH3:35].O, predict the reaction product. The product is: [C:34]([O:26][CH2:25][C:21]1[CH:22]=[CH:23][CH:24]=[C:19]([NH:18][C:16]([C:13]2[N:12]=[N:11][N:10]([CH2:9][C:4]3[CH:5]=[CH:6][C:7]([Cl:8])=[C:2]([Cl:1])[CH:3]=3)[C:14]=2[CH3:15])=[O:17])[CH:20]=1)(=[O:36])[CH3:35].